This data is from Full USPTO retrosynthesis dataset with 1.9M reactions from patents (1976-2016). The task is: Predict the reactants needed to synthesize the given product. (1) Given the product [CH3:1][O:2][C:3](=[O:17])[C:4]1[CH:9]=[C:8]([NH2:10])[CH:7]=[CH:6][C:5]=1[O:13][CH:14]([F:15])[F:16], predict the reactants needed to synthesize it. The reactants are: [CH3:1][O:2][C:3](=[O:17])[C:4]1[CH:9]=[C:8]([N+:10]([O-])=O)[CH:7]=[CH:6][C:5]=1[O:13][CH:14]([F:16])[F:15]. (2) Given the product [C:1]([NH:5][CH2:8][CH2:7][C:6]#[N:9])([CH3:4])([CH3:3])[CH3:2], predict the reactants needed to synthesize it. The reactants are: [C:1]([NH2:5])([CH3:4])([CH3:3])[CH3:2].[C:6](#[N:9])[CH:7]=[CH2:8].